Dataset: Forward reaction prediction with 1.9M reactions from USPTO patents (1976-2016). Task: Predict the product of the given reaction. (1) Given the reactants [CH3:1][O:2][C:3]([C:5]1[CH:10]=[N:9][C:8](N)=[C:7]([C:12]2[CH:17]=[CH:16][CH:15]=[C:14]([Cl:18])[CH:13]=2)[N:6]=1)=[O:4].N(OCCC(C)C)=O.[Br:27][Si](C)(C)C, predict the reaction product. The product is: [CH3:1][O:2][C:3]([C:5]1[CH:10]=[N:9][C:8]([Br:27])=[C:7]([C:12]2[CH:17]=[CH:16][CH:15]=[C:14]([Cl:18])[CH:13]=2)[N:6]=1)=[O:4]. (2) Given the reactants Cl[CH2:2][C:3]1[CH:4]=[C:5]([C:21]([NH:23][CH2:24][C:25]2[CH:30]=[CH:29][C:28]([S:31]([CH3:34])(=[O:33])=[O:32])=[CH:27][CH:26]=2)=[O:22])[C:6](=[O:20])[N:7]([C:10]2[CH:15]=[CH:14][CH:13]=[C:12]([C:16]([F:19])([F:18])[F:17])[CH:11]=2)[C:8]=1[CH3:9].[NH:35]1[CH2:40][CH2:39][O:38][CH2:37][CH2:36]1, predict the reaction product. The product is: [CH3:9][C:8]1[N:7]([C:10]2[CH:15]=[CH:14][CH:13]=[C:12]([C:16]([F:19])([F:17])[F:18])[CH:11]=2)[C:6](=[O:20])[C:5]([C:21]([NH:23][CH2:24][C:25]2[CH:26]=[CH:27][C:28]([S:31]([CH3:34])(=[O:33])=[O:32])=[CH:29][CH:30]=2)=[O:22])=[CH:4][C:3]=1[CH2:2][N:35]1[CH2:40][CH2:39][O:38][CH2:37][CH2:36]1.